This data is from Forward reaction prediction with 1.9M reactions from USPTO patents (1976-2016). The task is: Predict the product of the given reaction. (1) Given the reactants C([N:4]1[C:12]2[C:7](=[CH:8][CH:9]=[CH:10][CH:11]=2)[C:6](=[C:13](OCC)[C:14]2[CH:19]=[CH:18][CH:17]=[CH:16][CH:15]=2)[C:5]1=[O:23])(=O)C.[CH2:24]([N:31]1[CH2:36][CH2:35][N:34]([CH2:37][C:38]([N:40]([C:42]2[CH:48]=[CH:47][C:45]([NH2:46])=[CH:44][CH:43]=2)[CH3:41])=[O:39])[CH2:33][CH2:32]1)[C:25]1[CH:30]=[CH:29][CH:28]=[CH:27][CH:26]=1.[OH-].[Na+], predict the reaction product. The product is: [CH2:24]([N:31]1[CH2:32][CH2:33][N:34]([CH2:37][C:38]([N:40]([C:42]2[CH:43]=[CH:44][C:45]([NH:46]/[C:13](=[C:6]3\[C:5](=[O:23])[NH:4][C:12]4[C:7]\3=[CH:8][CH:9]=[CH:10][CH:11]=4)/[C:14]3[CH:15]=[CH:16][CH:17]=[CH:18][CH:19]=3)=[CH:47][CH:48]=2)[CH3:41])=[O:39])[CH2:35][CH2:36]1)[C:25]1[CH:30]=[CH:29][CH:28]=[CH:27][CH:26]=1. (2) Given the reactants [C:1]([O:5][C:6]([N:8]1[CH2:13][CH2:12][CH:11]([C:14]2[CH:19]=[CH:18][C:17]([O:20][CH2:21][CH2:22][CH2:23][O:24][CH2:25][C:26]3[CH:31]=[CH:30][CH:29]=[CH:28][C:27]=3[O:32][CH3:33])=[CH:16][CH:15]=2)[CH:10]([NH2:34])[CH2:9]1)=[O:7])([CH3:4])([CH3:3])[CH3:2].[N:35]1[C:44]2[C:39](=[CH:40][CH:41]=[C:42]([C:45](O)=[O:46])[CH:43]=2)[CH:38]=[CH:37][CH:36]=1.CN(C(ON1N=NC2C=CC=CC1=2)=[N+](C)C)C.F[P-](F)(F)(F)(F)F.C1C=CC2N(O)N=NC=2C=1.C(N(C(C)C)CC)(C)C, predict the reaction product. The product is: [C:1]([O:5][C:6]([N:8]1[CH2:13][CH2:12][CH:11]([C:14]2[CH:19]=[CH:18][C:17]([O:20][CH2:21][CH2:22][CH2:23][O:24][CH2:25][C:26]3[CH:31]=[CH:30][CH:29]=[CH:28][C:27]=3[O:32][CH3:33])=[CH:16][CH:15]=2)[CH:10]([NH:34][C:45]([C:42]2[CH:43]=[C:44]3[C:39]([CH:38]=[CH:37][CH:36]=[N:35]3)=[CH:40][CH:41]=2)=[O:46])[CH2:9]1)=[O:7])([CH3:3])([CH3:4])[CH3:2]. (3) Given the reactants [F:1][C:2]1([F:22])[CH2:7][CH2:6][CH:5]([CH2:8][NH:9][C:10]([C:12]2[C:20]3[C:15](=[CH:16][CH:17]=[CH:18][C:19]=3[Cl:21])[NH:14][CH:13]=2)=[O:11])[CH2:4][CH2:3]1.C(OC([N:30]1[CH2:35][CH2:34][CH:33]([CH2:36]O)[CH2:32][CH2:31]1)=O)(C)(C)C.C(P(=CC#N)(CCCC)CCCC)CCC, predict the reaction product. The product is: [Cl:21][C:19]1[CH:18]=[CH:17][CH:16]=[C:15]2[C:20]=1[C:12]([C:10]([NH:9][CH2:8][CH:5]1[CH2:6][CH2:7][C:2]([F:1])([F:22])[CH2:3][CH2:4]1)=[O:11])=[CH:13][N:14]2[CH2:36][CH:33]1[CH2:34][CH2:35][NH:30][CH2:31][CH2:32]1. (4) The product is: [OH:1][C:2]1[C:3]([C:16]([NH:18][C:19]2[CH:24]=[CH:23][CH:22]=[CH:21][CH:20]=2)=[O:17])=[CH:4][N:5]([CH2:9][C:10]2[CH:15]=[CH:14][CH:13]=[CH:12][CH:11]=2)[C:6](=[O:8])[C:7]=1[C:67]([NH:66][CH2:65][C:40]([OH:42])=[O:41])=[O:68]. Given the reactants [OH:1][C:2]1[C:3]([C:16]([NH:18][C:19]2[CH:24]=[CH:23][CH:22]=[CH:21][CH:20]=2)=[O:17])=[CH:4][N:5]([CH2:9][C:10]2[CH:15]=[CH:14][CH:13]=[CH:12][CH:11]=2)[C:6](=[O:8])[CH:7]=1.OC1C([C:40]([OH:42])=[O:41])=CN(CC2C=CC=CC=2)C(=O)C=1.C(Cl)CCl.O.N1C2C(=NC=CC=2)N(O)N=1.NC1C=CC=CC=1.[CH3:65][N:66](C)[CH:67]=[O:68], predict the reaction product. (5) Given the reactants Cl.[CH:2]1[C:11]2[C:6](=[CH:7][CH:8]=[CH:9][CH:10]=2)[CH:5]=[CH:4][C:3]=1[CH2:12][C:13]([OH:15])=[O:14].[CH2:16](O)[CH3:17], predict the reaction product. The product is: [CH:2]1[C:11]2[C:6](=[CH:7][CH:8]=[CH:9][CH:10]=2)[CH:5]=[CH:4][C:3]=1[CH2:12][C:13]([O:15][CH2:16][CH3:17])=[O:14]. (6) Given the reactants [CH3:1][O:2][C:3]1[CH:4]=[C:5]2[C:10](=[CH:11][CH:12]=1)[C:9](=O)[NH:8][C:7]([CH3:14])=[CH:6]2.O=P(Cl)(Cl)[Cl:17], predict the reaction product. The product is: [Cl:17][C:9]1[C:10]2[C:5](=[CH:4][C:3]([O:2][CH3:1])=[CH:12][CH:11]=2)[CH:6]=[C:7]([CH3:14])[N:8]=1.